Dataset: Forward reaction prediction with 1.9M reactions from USPTO patents (1976-2016). Task: Predict the product of the given reaction. (1) The product is: [Si:25]([O:28][C:29]1[CH:34]=[C:33]([CH:11]2[CH:12]=[C:8]([C:6]3[CH:7]=[C:2]([Cl:1])[CH:3]=[CH:4][C:5]=3[F:20])[CH2:9][N:10]2[C:13]([O:15][C:16]([CH3:17])([CH3:19])[CH3:18])=[O:14])[CH:32]=[CH:31][CH:30]=1)([C:21]([CH3:24])([CH3:23])[CH3:22])([CH3:27])[CH3:26]. Given the reactants [Cl:1][C:2]1[CH:3]=[CH:4][C:5]([F:20])=[C:6]([CH:8]2[CH:12]=[CH:11][N:10]([C:13]([O:15][C:16]([CH3:19])([CH3:18])[CH3:17])=[O:14])[CH2:9]2)[CH:7]=1.[C:21]([Si:25]([O:28][C:29]1[CH:34]=[CH:33][CH:32]=[C:31](I)[CH:30]=1)([CH3:27])[CH3:26])([CH3:24])([CH3:23])[CH3:22].C(N(CCCC)CCCC)CCC.C1([As](C2C=CC=CC=2)C2C=CC=CC=2)C=CC=CC=1, predict the reaction product. (2) Given the reactants COC(C1C=C(O)C2C(=C(OCC3C=CC=CC=3)C=CC=2)N=1)=O.C[O:25][C:26]([C:28]1[CH:37]=[C:36]([OH:38])[C:35]2[C:30](=[C:31]([C:47]#[N:48])[CH:32]=[C:33]([CH2:39][CH2:40][C:41]3[CH:46]=[CH:45][CH:44]=[CH:43][CH:42]=3)[CH:34]=2)[N:29]=1)=[O:27], predict the reaction product. The product is: [C:47]([C:31]1[CH:32]=[C:33]([CH2:39][CH2:40][C:41]2[CH:46]=[CH:45][CH:44]=[CH:43][CH:42]=2)[CH:34]=[C:35]2[C:30]=1[N:29]=[C:28]([C:26]([OH:27])=[O:25])[CH:37]=[C:36]2[OH:38])#[N:48].